This data is from Catalyst prediction with 721,799 reactions and 888 catalyst types from USPTO. The task is: Predict which catalyst facilitates the given reaction. (1) Reactant: [Br:1][C:2]1[CH:11]=[CH:10][C:5]2[NH:6][C:7](=[O:9])[O:8][C:4]=2[CH:3]=1.[H-].[Na+].[C:14]1([C:20](Cl)([C:27]2[CH:32]=[CH:31][CH:30]=[CH:29][CH:28]=2)[C:21]2[CH:26]=[CH:25][CH:24]=[CH:23][CH:22]=2)[CH:19]=[CH:18][CH:17]=[CH:16][CH:15]=1. Product: [Br:1][C:2]1[CH:11]=[CH:10][C:5]2[N:6]([C:20]([C:14]3[CH:19]=[CH:18][CH:17]=[CH:16][CH:15]=3)([C:27]3[CH:28]=[CH:29][CH:30]=[CH:31][CH:32]=3)[C:21]3[CH:22]=[CH:23][CH:24]=[CH:25][CH:26]=3)[C:7](=[O:9])[O:8][C:4]=2[CH:3]=1. The catalyst class is: 3. (2) Reactant: C[O:2][C:3]([C:5]1[N:6]([C:11]2[CH:16]=[CH:15][C:14]([Br:17])=[CH:13][CH:12]=2)[N:7]=[N:8][C:9]=1[CH3:10])=[O:4].[Li+].[OH-]. Product: [Br:17][C:14]1[CH:15]=[CH:16][C:11]([N:6]2[C:5]([C:3]([OH:4])=[O:2])=[C:9]([CH3:10])[N:8]=[N:7]2)=[CH:12][CH:13]=1. The catalyst class is: 20. (3) Reactant: O[C:2]([CH2:4][CH2:5][CH2:6][CH2:7][C@H:8]1[C@@H:16]2[C@@H:11]([NH:12][C:13]([NH:15]2)=[O:14])[CH2:10][S:9]1)=[O:3].[Cl:17][C:18]1[CH:38]=[CH:37][C:21]([C:22]([C:24]2[CH:36]=[CH:35][C:27]([O:28][C:29]([CH3:34])([CH3:33])[C:30](Cl)=[O:31])=[CH:26][CH:25]=2)=[O:23])=[CH:20][CH:19]=1.C([N:41]([CH2:44][CH3:45])CC)C.C([O-])(O)=O.[Na+]. The catalyst class is: 34. Product: [Cl:17][C:18]1[CH:38]=[CH:37][C:21]([C:22]([C:24]2[CH:36]=[CH:35][C:27]([O:28][C:29]([CH3:34])([CH3:33])[C:30]([NH:12][CH2:11][CH2:16][CH2:8][CH2:45][CH2:44][NH:41][C:2](=[O:3])[CH2:4][CH2:5][CH2:6][CH2:7][CH:8]3[CH:16]4[CH:11]([NH:12][C:13](=[O:14])[NH:15]4)[CH2:10][S:9]3)=[O:31])=[CH:26][CH:25]=2)=[O:23])=[CH:20][CH:19]=1. (4) Reactant: I[C:2]1[CH:7]=[CH:6][C:5]([C:8]2[CH:13]=[CH:12][CH:11]=[CH:10][C:9]=2[N+:14]([O-:16])=[O:15])=[CH:4][CH:3]=1.[NH:17]1[CH:21]=[CH:20][CH:19]=[N:18]1.C([O-])([O-])=O.[K+].[K+].[C@@H]1(N)CCCC[C@H]1N. Product: [N+:14]([C:9]1[CH:10]=[CH:11][CH:12]=[CH:13][C:8]=1[C:5]1[CH:6]=[CH:7][C:2]([N:17]2[CH:21]=[CH:20][CH:19]=[N:18]2)=[CH:3][CH:4]=1)([O-:16])=[O:15]. The catalyst class is: 321. (5) Reactant: [NH:1]1[CH:8]=[CH:7][C:5]([NH2:6])=[N:4][C:2]1=[O:3].N1[CH:14]=[CH:13][CH:12]=CC=1.Cl[CH2:16]Cl.C([C:22]1[CH:30]=[CH:29][CH:28]=[CH:27][C:23]=1[C:24](Cl)=[O:25])CCC. Product: [CH3:16][C:13]([C:29]1[CH:30]=[CH:22][C:23]([C:24]([NH:6][C:5]2[CH:7]=[CH:8][NH:1][C:2](=[O:3])[N:4]=2)=[O:25])=[CH:27][CH:28]=1)([CH3:12])[CH3:14]. The catalyst class is: 146. (6) Product: [ClH:11].[CH3:1][O:2][C:3](=[O:12])[C:4]1[CH:9]=[C:8]([NH:10][NH2:17])[CH:7]=[CH:6][C:5]=1[Cl:11]. The catalyst class is: 223. Reactant: [CH3:1][O:2][C:3](=[O:12])[C:4]1[CH:9]=[C:8]([NH2:10])[CH:7]=[CH:6][C:5]=1[Cl:11].C(O)(=O)C.[N:17]([O-])=O.[Na+].O.O.Cl[Sn]Cl. (7) Reactant: [CH3:1][N:2]1[C:6](=[O:7])[CH2:5][C:4]([CH3:8])=[N:3]1.CC1C=CC=C(C)N=1.[S:17](O[S:17]([C:20]([F:23])([F:22])[F:21])(=[O:19])=[O:18])([C:20]([F:23])([F:22])[F:21])(=[O:19])=[O:18]. Product: [F:21][C:20]([F:23])([F:22])[S:17]([O:7][CH:6]1[N:2]([CH3:1])[N:3]=[C:4]([CH3:8])[CH2:5]1)(=[O:19])=[O:18]. The catalyst class is: 4. (8) Reactant: Cl.[CH3:2][C:3]1[N:4]=[C:5]([C:13]2[CH:18]=[CH:17][CH:16]=[CH:15][CH:14]=2)[N:6]2[C:11]=1[CH:10]=[N:9][C:8]([NH2:12])=[N:7]2.Br[C:20]1[CH:25]=[CH:24][C:23]([N:26]([CH3:30])[C:27]([NH2:29])=[O:28])=[CH:22][CH:21]=1.C(P(C(C)(C)C)C1C=CC=CC=1C1C=CC=CC=1)(C)(C)C.CC(C)([O-])C.[Na+]. Product: [CH3:30][N:26]([C:23]1[CH:24]=[CH:25][C:20]([NH:12][C:8]2[N:9]=[CH:10][C:11]3=[C:3]([CH3:2])[N:4]=[C:5]([C:13]4[CH:14]=[CH:15][CH:16]=[CH:17][CH:18]=4)[N:6]3[N:7]=2)=[CH:21][CH:22]=1)[C:27]([NH2:29])=[O:28]. The catalyst class is: 62. (9) Reactant: C([O:3][C:4](=O)[CH:5]=[C:6]([CH2:16][NH:17][C:18]([O:20][C:21]([CH3:24])([CH3:23])[CH3:22])=[O:19])[CH2:7][NH:8][C:9]([O:11][C:12]([CH3:15])([CH3:14])[CH3:13])=[O:10])C.C(=O)=O.CC(C)=O.[H-]. Product: [C:12]([O:11][C:9](=[O:10])[NH:8][CH2:7][C:6]([CH2:16][NH:17][C:18]([O:20][C:21]([CH3:24])([CH3:23])[CH3:22])=[O:19])=[CH:5][CH2:4][OH:3])([CH3:14])([CH3:15])[CH3:13]. The catalyst class is: 7. (10) Reactant: [K].C([O:9][C:10]1[CH:15]=[C:14]([CH2:16][C:17]([CH3:27])([CH3:26])[C:18](=[O:25])[C:19]2[CH:24]=[CH:23][CH:22]=[CH:21][CH:20]=2)[CH:13]=[CH:12][C:11]=1[N:28]1[S:32](=[O:34])(=[O:33])[NH:31][C:30](=[O:35])[CH2:29]1)C1C=CC=CC=1. Product: [CH3:26][C:17]([CH3:27])([C:18](=[O:25])[C:19]1[CH:20]=[CH:21][CH:22]=[CH:23][CH:24]=1)[CH2:16][C:14]1[CH:13]=[CH:12][C:11]([N:28]2[S:32](=[O:34])(=[O:33])[NH:31][C:30](=[O:35])[CH2:29]2)=[C:10]([OH:9])[CH:15]=1. The catalyst class is: 748.